Dataset: Forward reaction prediction with 1.9M reactions from USPTO patents (1976-2016). Task: Predict the product of the given reaction. (1) Given the reactants [NH2:1][C:2]1[CH:7]=[CH:6][C:5]([N:8]2[CH2:12][CH2:11][CH:10]([N:13]([CH3:17])[C:14](=[O:16])[CH3:15])[CH2:9]2)=[CH:4][CH:3]=1.[C:18](N1C=CN=C1)(N1C=CN=C1)=[O:19].[CH:30]1([O:35][C:36]2[N:41]=[CH:40][C:39]([NH2:42])=[CH:38][CH:37]=2)[CH2:34][CH2:33][CH2:32][CH2:31]1, predict the reaction product. The product is: [CH:30]1([O:35][C:36]2[N:41]=[CH:40][C:39]([NH:42][C:18](=[O:19])[NH:1][C:2]3[CH:3]=[CH:4][C:5]([N:8]4[CH2:12][CH2:11][CH:10]([N:13]([CH3:17])[C:14](=[O:16])[CH3:15])[CH2:9]4)=[CH:6][CH:7]=3)=[CH:38][CH:37]=2)[CH2:31][CH2:32][CH2:33][CH2:34]1. (2) Given the reactants [OH:1][C:2]1[CH:7]=[C:6]([CH3:8])[O:5][C:4](=[O:9])[CH:3]=1.N12CCCN=C1CCCCC2.Br[CH2:22]/[CH:23]=[C:24](\[CH3:31])/[CH2:25][CH2:26][CH:27]=[C:28]([CH3:30])[CH3:29].C1(C)C=CC=CC=1.C(OCC)(=O)C, predict the reaction product. The product is: [CH3:31]/[C:24](/[CH2:25][CH2:26][CH:27]=[C:28]([CH3:30])[CH3:29])=[CH:23]\[CH2:22][O:1][C:2]1[CH:7]=[C:6]([CH3:8])[O:5][C:4](=[O:9])[CH:3]=1. (3) Given the reactants [F:1][CH:2]([F:22])[O:3][C:4]1[CH:9]=[CH:8][C:7]([CH:10]=[CH:11][C:12]([O-:14])=[O:13])=[C:6]([CH2:15][N:16]2[N:20]=[N:19][C:18]([CH3:21])=[N:17]2)[CH:5]=1, predict the reaction product. The product is: [F:22][CH:2]([F:1])[O:3][C:4]1[CH:9]=[CH:8][C:7](/[CH:10]=[CH:11]/[C:12]([OH:14])=[O:13])=[C:6]([CH2:15][N:16]2[N:20]=[N:19][C:18]([CH3:21])=[N:17]2)[CH:5]=1.